From a dataset of Full USPTO retrosynthesis dataset with 1.9M reactions from patents (1976-2016). Predict the reactants needed to synthesize the given product. (1) Given the product [CH:5]1[C:1]([N+:2]([O-:4])=[O:3])=[C:15]([NH2:17])[C:11]([N+:12]([O-:14])=[O:13])=[CH:10][C:6]=1[N+:7]([O-:9])=[O:8], predict the reactants needed to synthesize it. The reactants are: [C:1]1([C:15]([O-])=[C:11]([N+:12]([O-:14])=[O:13])[CH:10]=[C:6]([N+:7]([O-:9])=[O:8])[CH:5]=1)[N+:2]([O-:4])=[O:3].[NH4+:17].C(=O)(O)[O-].[NH4+].O. (2) Given the product [CH:1]1([CH2:4][C:5]([N:28]2[CH2:27][CH2:26][C:25]3[C:30](=[CH:31][C:22]([C:20]4[CH:21]=[C:16]([N:13]5[CH2:12][CH2:11][N:10]([CH3:9])[CH2:15][CH2:14]5)[N:17]=[C:18]([NH2:32])[N:19]=4)=[CH:23][CH:24]=3)[CH2:29]2)=[O:7])[CH2:2][CH2:3]1, predict the reactants needed to synthesize it. The reactants are: [CH:1]1([CH2:4][C:5]([OH:7])=O)[CH2:3][CH2:2]1.Cl.[CH3:9][N:10]1[CH2:15][CH2:14][N:13]([C:16]2[CH:21]=[C:20]([C:22]3[CH:31]=[C:30]4[C:25]([CH2:26][CH2:27][NH:28][CH2:29]4)=[CH:24][CH:23]=3)[N:19]=[C:18]([NH2:32])[N:17]=2)[CH2:12][CH2:11]1. (3) Given the product [NH2:17][C:14]([CH:9]1[CH2:10][O:11][CH2:12][CH2:13][N:8]1[C:6]([O:5][C:1]([CH3:4])([CH3:3])[CH3:2])=[O:7])=[O:16], predict the reactants needed to synthesize it. The reactants are: [C:1]([O:5][C:6]([N:8]1[CH2:13][CH2:12][O:11][CH2:10][CH:9]1[C:14]([OH:16])=O)=[O:7])([CH3:4])([CH3:3])[CH3:2].[N:17]1C=CC=CC=1.C(OC(OC(C)(C)C)=O)(OC(C)(C)C)=O. (4) Given the product [CH2:30]([C:27]1[CH:28]=[C:29]2[C:24](=[CH:25][CH:26]=1)[O:23][CH2:22][CH2:21][C@@H:20]2[NH:19][CH2:18][C@@H:17]([OH:32])[C@@H:16]([NH:15][C:7]([CH:6]1[O:1][C:2]2[CH:13]=[CH:12][CH:11]=[CH:10][C:3]=2[NH:4][CH2:5]1)=[O:9])[CH2:33][C:34]1[CH:35]=[CH:36][CH:37]=[CH:38][CH:39]=1)[CH3:31], predict the reactants needed to synthesize it. The reactants are: [O:1]1[CH:6]([C:7]([O-:9])=O)[CH2:5][NH:4][C:3]2[CH:10]=[CH:11][CH:12]=[CH:13][C:2]1=2.[Li+].[NH2:15][C@@H:16]([CH2:33][C:34]1[CH:39]=[CH:38][CH:37]=[CH:36][CH:35]=1)[C@H:17]([OH:32])[CH2:18][NH:19][C@@H:20]1[C:29]2[C:24](=[CH:25][CH:26]=[C:27]([CH2:30][CH3:31])[CH:28]=2)[O:23][CH2:22][CH2:21]1. (5) Given the product [C:16]12([CH2:15][N:1]3[CH2:5][CH2:4][C@@H:3]([NH:6][C:7](=[O:13])[O:8][C:9]([CH3:10])([CH3:12])[CH3:11])[CH2:2]3)[O:22][CH:19]([CH2:20][CH2:21]1)[CH2:18][CH2:17]2, predict the reactants needed to synthesize it. The reactants are: [NH:1]1[CH2:5][CH2:4][C@@H:3]([NH:6][C:7](=[O:13])[O:8][C:9]([CH3:12])([CH3:11])[CH3:10])[CH2:2]1.I[CH2:15][C:16]12[O:22][CH:19]([CH2:20][CH2:21]1)[CH2:18][CH2:17]2.C([O-])([O-])=O.[K+].[K+].O.